The task is: Predict which catalyst facilitates the given reaction.. This data is from Catalyst prediction with 721,799 reactions and 888 catalyst types from USPTO. (1) Reactant: [CH2:1]([C:3]1[NH:4][C:5]2[C:10]([CH:11]=1)=[C:9]([O:12][CH3:13])[CH:8]=[CH:7][CH:6]=2)[CH3:2].[CH2:14](Br)[C:15]1[CH:20]=[CH:19][CH:18]=[CH:17][CH:16]=1. Product: [CH2:1]([C:3]1[N:4]([CH2:14][C:15]2[CH:20]=[CH:19][CH:18]=[CH:17][CH:16]=2)[C:5]2[C:10]([CH:11]=1)=[C:9]([O:12][CH3:13])[CH:8]=[CH:7][CH:6]=2)[CH3:2]. The catalyst class is: 384. (2) Reactant: [Cl:1][C:2]1[CH:3]=[C:4]2[C:9](=[CH:10][C:11]=1[O:12][C:13]1[CH:18]=[CH:17][C:16]([C:19](=[O:36])[NH:20][CH2:21][CH2:22][C:23]3[CH:28]=[CH:27][CH:26]=[C:25]([O:29][C:30]4[CH:35]=[CH:34][CH:33]=[CH:32][CH:31]=4)[CH:24]=3)=[CH:15][CH:14]=1)[O:8][CH2:7][CH2:6][CH:5]2[C:37]([OH:39])=[O:38].C[O-].[Na+:42]. Product: [Cl:1][C:2]1[CH:3]=[C:4]2[C:9](=[CH:10][C:11]=1[O:12][C:13]1[CH:14]=[CH:15][C:16]([C:19](=[O:36])[NH:20][CH2:21][CH2:22][C:23]3[CH:28]=[CH:27][CH:26]=[C:25]([O:29][C:30]4[CH:31]=[CH:32][CH:33]=[CH:34][CH:35]=4)[CH:24]=3)=[CH:17][CH:18]=1)[O:8][CH2:7][CH2:6][CH:5]2[C:37]([O-:39])=[O:38].[Na+:42]. The catalyst class is: 7. (3) Reactant: [S:1]1[CH:5]=[CH:4][CH:3]=[C:2]1[CH2:6][NH:7][C:8]([C:10]1[CH:25]=[C:13]2[CH:14]=[C:15]([C:19]3[CH:24]=[CH:23][CH:22]=[CH:21][CH:20]=3)[CH:16]=[C:17]([Br:18])[N:12]2[N:11]=1)=[O:9].C1C(=O)N([Cl:33])C(=O)C1. Product: [S:1]1[CH:5]=[CH:4][CH:3]=[C:2]1[CH2:6][NH:7][C:8]([C:10]1[C:25]([Cl:33])=[C:13]2[CH:14]=[C:15]([C:19]3[CH:20]=[CH:21][CH:22]=[CH:23][CH:24]=3)[CH:16]=[C:17]([Br:18])[N:12]2[N:11]=1)=[O:9]. The catalyst class is: 31.